Dataset: NCI-60 drug combinations with 297,098 pairs across 59 cell lines. Task: Regression. Given two drug SMILES strings and cell line genomic features, predict the synergy score measuring deviation from expected non-interaction effect. Drug 1: CC1=C2C(C(=O)C3(C(CC4C(C3C(C(C2(C)C)(CC1OC(=O)C(C(C5=CC=CC=C5)NC(=O)C6=CC=CC=C6)O)O)OC(=O)C7=CC=CC=C7)(CO4)OC(=O)C)O)C)OC(=O)C. Drug 2: CCN(CC)CCCC(C)NC1=C2C=C(C=CC2=NC3=C1C=CC(=C3)Cl)OC. Cell line: SW-620. Synergy scores: CSS=42.1, Synergy_ZIP=-8.27, Synergy_Bliss=-0.818, Synergy_Loewe=-8.11, Synergy_HSA=-0.388.